Dataset: Full USPTO retrosynthesis dataset with 1.9M reactions from patents (1976-2016). Task: Predict the reactants needed to synthesize the given product. (1) Given the product [I:27][C:25]1[S:26][C:22]2[C:21]([C:28]#[N:29])=[CH:20][N:19]=[C:18]([NH:8][CH2:7][C:6]3[CH:9]=[CH:10][C:3]([O:2][CH3:1])=[CH:4][CH:5]=3)[C:23]=2[CH:24]=1, predict the reactants needed to synthesize it. The reactants are: [CH3:1][O:2][C:3]1[CH:10]=[CH:9][C:6]([CH2:7][NH2:8])=[CH:5][CH:4]=1.C([O-])([O-])=O.[K+].[K+].Cl[C:18]1[C:23]2[CH:24]=[C:25]([I:27])[S:26][C:22]=2[C:21]([C:28]#[N:29])=[CH:20][N:19]=1. (2) Given the product [CH2:1]([C:3]1[CH:4]=[C:5]([C:16](=[N:18][OH:19])[NH2:17])[S:6][C:7]=1[CH2:8][O:9][CH:10]1[CH2:15][CH2:14][CH2:13][CH2:12][O:11]1)[CH3:2], predict the reactants needed to synthesize it. The reactants are: [CH2:1]([C:3]1[CH:4]=[C:5]([C:16]#[N:17])[S:6][C:7]=1[CH2:8][O:9][CH:10]1[CH2:15][CH2:14][CH2:13][CH2:12][O:11]1)[CH3:2].[NH2:18][OH:19]. (3) Given the product [F:12][P-:13]([F:18])([F:17])([F:16])([F:15])[F:14].[CH2:2]([O:4][CH2:5][N+:6]1([CH3:11])[CH2:10][CH2:9][CH2:8][CH2:7]1)[CH3:3], predict the reactants needed to synthesize it. The reactants are: [Cl-].[CH2:2]([O:4][CH2:5][N+:6]1([CH3:11])[CH2:10][CH2:9][CH2:8][CH2:7]1)[CH3:3].[F:12][P-:13]([F:18])([F:17])([F:16])([F:15])[F:14].[Na+].C(Cl)(Cl)Cl. (4) Given the product [F:1][C:2]1[CH:7]=[C:6]([CH3:8])[C:5]([CH3:9])=[CH:4][C:3]=1[I:20], predict the reactants needed to synthesize it. The reactants are: [F:1][C:2]1[CH:7]=[C:6]([CH3:8])[C:5]([CH3:9])=[CH:4][C:3]=1N.S(=O)(=O)(O)O.N([O-])=O.[Na+].[I-:20].[K+]. (5) The reactants are: C[O:2][C:3]1[CH:8]=[C:7]([O:9]C)[CH:6]=[CH:5][C:4]=1[C:11]1[C:20](=[O:21])[C:19]2[C:14](=[CH:15][C:16]([O:24][CH3:25])=[CH:17][C:18]=2[O:22]C)[O:13][CH:12]=1.B(Br)(Br)Br. Given the product [OH:2][C:3]1[CH:8]=[C:7]([OH:9])[CH:6]=[CH:5][C:4]=1[C:11]1[C:20](=[O:21])[C:19]2[C:14](=[CH:15][C:16]([O:24][CH3:25])=[CH:17][C:18]=2[OH:22])[O:13][CH:12]=1, predict the reactants needed to synthesize it.